From a dataset of Catalyst prediction with 721,799 reactions and 888 catalyst types from USPTO. Predict which catalyst facilitates the given reaction. (1) Product: [F:29][C:24]1[C:23]([NH:30][C:31]2[CH:36]=[CH:35][C:34]([I:37])=[CH:33][C:32]=2[CH3:38])=[C:22]([CH:27]=[CH:26][C:25]=1[F:28])[C:20]([NH:19][O:18][CH2:17][CH2:16][NH:14][CH3:13])=[O:21]. Reactant: FC(F)(F)C(O)=O.C(O[C:13](=O)[N:14]([CH2:16][CH2:17][O:18][NH:19][C:20]([C:22]1[CH:27]=[CH:26][C:25]([F:28])=[C:24]([F:29])[C:23]=1[NH:30][C:31]1[CH:36]=[CH:35][C:34]([I:37])=[CH:33][C:32]=1[CH3:38])=[O:21])C)(C)(C)C.O.C(=O)(O)[O-].[Na+]. The catalyst class is: 363. (2) Reactant: [CH2:1]([N:4]([CH2:30][CH2:31][CH3:32])[C:5]1[CH:6]=[C:7](C(OCC)=O)[C:8](=[O:24])[N:9]2[C:14]=1[CH:13]=[CH:12][CH:11]=[C:10]2[C:15]1[C:20]([CH3:21])=[CH:19][C:18]([CH3:22])=[CH:17][C:16]=1[CH3:23])[CH2:2][CH3:3].[OH-].[K+]. Product: [CH2:30]([N:4]([CH2:1][CH2:2][CH3:3])[C:5]1[CH:6]=[CH:7][C:8](=[O:24])[N:9]2[C:14]=1[CH:13]=[CH:12][CH:11]=[C:10]2[C:15]1[C:16]([CH3:23])=[CH:17][C:18]([CH3:22])=[CH:19][C:20]=1[CH3:21])[CH2:31][CH3:32]. The catalyst class is: 8. (3) Reactant: [CH2:1]([N:8]1[CH2:21][CH2:20][C:19]2[C:18]3[C:13](=[CH:14][CH:15]=[C:16]4[O:25][CH2:24][CH:23]=[CH:22][C:17]4=3)[NH:12][C:11]=2[CH2:10][CH2:9]1)[C:2]1[CH:7]=[CH:6][CH:5]=[CH:4][CH:3]=1.[H-].[Na+].[O:28]([CH2:35][CH2:36][CH2:37][CH2:38]Br)[C:29]1[CH:34]=[CH:33][CH:32]=[CH:31][CH:30]=1.O. Product: [CH2:1]([N:8]1[CH2:21][CH2:20][C:19]2[C:18]3[C:13](=[CH:14][CH:15]=[C:16]4[O:25][CH2:24][CH:23]=[CH:22][C:17]4=3)[N:12]([CH2:38][CH2:37][CH2:36][CH2:35][O:28][C:29]3[CH:34]=[CH:33][CH:32]=[CH:31][CH:30]=3)[C:11]=2[CH2:10][CH2:9]1)[C:2]1[CH:3]=[CH:4][CH:5]=[CH:6][CH:7]=1. The catalyst class is: 42. (4) Reactant: [F:1][C:2]([F:7])([F:6])[C:3]([O-:5])=[O:4].C([O:15][C:16]1[CH:17]=[CH:18][C:19]([C@@H:27]([OH:63])[CH2:28][NH:29][CH2:30][CH2:31][CH2:32][CH2:33][CH2:34][CH2:35][CH2:36][CH2:37][CH2:38][C:39]2[CH:40]=[CH:41][C:42]([C:57]3[CH:62]=[CH:61][CH:60]=[CH:59][CH:58]=3)=[C:43]([NH:45][C:46]([O:48][CH:49]3[CH2:54][CH2:53][N+:52]([CH3:56])([CH3:55])[CH2:51][CH2:50]3)=[O:47])[CH:44]=2)=[C:20]2[C:25]=1[NH:24][C:23](=[O:26])[CH:22]=[CH:21]2)C1C=CC=CC=1. Product: [F:1][C:2]([F:7])([F:6])[C:3]([O-:5])=[O:4].[OH:63][C@H:27]([C:19]1[CH:18]=[CH:17][C:16]([OH:15])=[C:25]2[C:20]=1[CH:21]=[CH:22][C:23](=[O:26])[NH:24]2)[CH2:28][NH:29][CH2:30][CH2:31][CH2:32][CH2:33][CH2:34][CH2:35][CH2:36][CH2:37][CH2:38][C:39]1[CH:40]=[CH:41][C:42]([C:57]2[CH:58]=[CH:59][CH:60]=[CH:61][CH:62]=2)=[C:43]([NH:45][C:46]([O:48][CH:49]2[CH2:50][CH2:51][N+:52]([CH3:56])([CH3:55])[CH2:53][CH2:54]2)=[O:47])[CH:44]=1. The catalyst class is: 129. (5) Reactant: [NH2:1][C:2]1[C:7]([CH2:8][OH:9])=[CH:6][N:5]=[C:4]([S:10][CH3:11])[N:3]=1. The catalyst class is: 327. Product: [NH2:1][C:2]1[C:7]([CH:8]=[O:9])=[CH:6][N:5]=[C:4]([S:10][CH3:11])[N:3]=1. (6) Reactant: [NH:1]1[C:9]2[C:4](=[CH:5][C:6]([NH:10][C:11]3[N:20]=[CH:19][C:18]([CH:21]4[CH2:23][CH2:22]4)=[CH:17][C:12]=3[C:13]([O:15][CH3:16])=[O:14])=[CH:7][CH:8]=2)[CH:3]=[CH:2]1.CC(C)([O-])C.[K+].Br.Br[CH2:32][C:33]1[CH:38]=[CH:37][CH:36]=[CH:35][N:34]=1.CN(C)C(=O)C. Product: [CH:21]1([C:18]2[CH:19]=[N:20][C:11]([NH:10][C:6]3[CH:5]=[C:4]4[C:9](=[CH:8][CH:7]=3)[N:1]([CH2:32][C:33]3[CH:38]=[CH:37][CH:36]=[CH:35][N:34]=3)[CH:2]=[CH:3]4)=[C:12]([CH:17]=2)[C:13]([O:15][CH3:16])=[O:14])[CH2:23][CH2:22]1. The catalyst class is: 69. (7) Reactant: [CH3:1][O:2][C:3](=[O:19])[C:4]1[CH:9]=[CH:8][C:7]([O:10][CH2:11][C:12]2[CH:17]=[CH:16][CH:15]=[CH:14][CH:13]=2)=[CH:6][C:5]=1[OH:18].[CH3:20][N:21]([CH3:25])[C:22](Cl)=[S:23].C1N2CCN(CC2)C1. Product: [CH3:1][O:2][C:3](=[O:19])[C:4]1[CH:9]=[CH:8][C:7]([O:10][CH2:11][C:12]2[CH:13]=[CH:14][CH:15]=[CH:16][CH:17]=2)=[CH:6][C:5]=1[O:18][C:22](=[S:23])[N:21]([CH3:25])[CH3:20]. The catalyst class is: 39.